From a dataset of HIV replication inhibition screening data with 41,000+ compounds from the AIDS Antiviral Screen. Binary Classification. Given a drug SMILES string, predict its activity (active/inactive) in a high-throughput screening assay against a specified biological target. The molecule is CCCN1CN(C(C(=O)NC2C(=O)N3C2SC(C)(C)C3C(=O)O)c2ccccc2)CSC1=S. The result is 0 (inactive).